From a dataset of Forward reaction prediction with 1.9M reactions from USPTO patents (1976-2016). Predict the product of the given reaction. Given the reactants [CH:1]12[CH2:10][CH:5]3[CH2:6][CH:7]([CH2:9][CH:3]([CH2:4]3)[C:2]1=[O:11])[CH2:8]2.[CH2:12](Br)[CH3:13].[Li].[C:16](Cl)(=[O:20])[C:17]([CH3:19])=[CH2:18].[OH-].[Na+], predict the reaction product. The product is: [C:16]([O:11][C:2]1([CH2:12][CH3:13])[CH:3]2[CH2:9][CH:7]3[CH2:6][CH:5]([CH2:10][CH:1]1[CH2:8]3)[CH2:4]2)(=[O:20])[C:17]([CH3:19])=[CH2:18].